From a dataset of Forward reaction prediction with 1.9M reactions from USPTO patents (1976-2016). Predict the product of the given reaction. (1) Given the reactants [C:1]([O:5][C:6]([N:8]([CH2:49][CH2:50][N:51]([C:53]([O:55][C:56]([CH3:59])([CH3:58])[CH3:57])=[O:54])[CH3:52])[C@H:9]1[CH2:14][CH2:13][C@H:12]([CH2:15][C:16]([NH:18][C@H:19]([B:36]2[O:44][CH:43]3[C:38]([CH3:48])([CH:39]4[CH2:45][CH:41]([CH2:42]3)[C:40]4([CH3:47])[CH3:46])[O:37]2)[CH2:20][C:21]2[C:22]([O:34][CH3:35])=[C:23]([CH:31]=[CH:32][CH:33]=2)[C:24]([O:26][C:27]([CH3:30])([CH3:29])[CH3:28])=[O:25])=[O:17])[CH2:11][CH2:10]1)=[O:7])([CH3:4])([CH3:3])[CH3:2].[Li+].CC([N-]C(C)C)C.[CH2:68]=[O:69], predict the reaction product. The product is: [C:1]([O:5][C:6]([N:8]([CH2:49][CH2:50][N:51]([C:53]([O:55][C:56]([CH3:59])([CH3:58])[CH3:57])=[O:54])[CH3:52])[C@H:9]1[CH2:14][CH2:13][C@H:12]([CH:15]([CH2:68][OH:69])[C:16]([NH:18][C@H:19]([B:36]2[O:44][CH:43]3[C:38]([CH3:48])([CH:39]4[CH2:45][CH:41]([CH2:42]3)[C:40]4([CH3:47])[CH3:46])[O:37]2)[CH2:20][C:21]2[C:22]([O:34][CH3:35])=[C:23]([CH:31]=[CH:32][CH:33]=2)[C:24]([O:26][C:27]([CH3:30])([CH3:29])[CH3:28])=[O:25])=[O:17])[CH2:11][CH2:10]1)=[O:7])([CH3:2])([CH3:3])[CH3:4]. (2) The product is: [F:31][C:28]1[CH:29]=[CH:30][C:25]([C:23]2[N:24]=[C:20]([CH:17]3[CH2:16][CH2:15][N:14]([C:13]4[N:12]=[CH:11][N:10]=[C:9]([NH2:37])[C:8]=4[C:5]4[CH:4]=[CH:3][N:38]=[CH:7][CH:6]=4)[CH2:19][CH2:18]3)[N:21]([CH3:36])[CH:22]=2)=[CH:26][C:27]=1[C:32]([F:35])([F:33])[F:34]. Given the reactants FC1[CH:7]=[CH:6][C:5]([C:8]2[C:9]([NH2:37])=[N:10][CH:11]=[N:12][C:13]=2[N:14]2[CH2:19][CH2:18][CH:17]([C:20]3[N:21]([CH3:36])[CH:22]=[C:23]([C:25]4[CH:30]=[CH:29][C:28]([F:31])=[C:27]([C:32]([F:35])([F:34])[F:33])[CH:26]=4)[N:24]=3)[CH2:16][CH2:15]2)=[CH:4][CH:3]=1.[N:38]1C=CC(B2OC(C)(C)C(C)(C)O2)=CC=1, predict the reaction product. (3) Given the reactants Cl[CH2:2][CH2:3][CH2:4][O:5][C:6]1[CH:11]=[C:10]([CH2:12][NH:13][C:14](=[O:20])[O:15][C:16]([CH3:19])([CH3:18])[CH3:17])[CH:9]=[CH:8][C:7]=1[C:21]1[CH:26]=[CH:25][CH:24]=[CH:23][CH:22]=1.[CH2:27]([NH:29][CH2:30][CH2:31][OH:32])[CH3:28], predict the reaction product. The product is: [CH2:27]([N:29]([CH2:2][CH2:3][CH2:4][O:5][C:6]1[CH:11]=[C:10]([CH2:12][NH:13][C:14](=[O:20])[O:15][C:16]([CH3:19])([CH3:18])[CH3:17])[CH:9]=[CH:8][C:7]=1[C:21]1[CH:26]=[CH:25][CH:24]=[CH:23][CH:22]=1)[CH2:30][CH2:31][OH:32])[CH3:28]. (4) Given the reactants C([Li])CCC.CCCCCC.[CH3:12][N:13]1[CH:17]=[CH:16][CH:15]=[N:14]1.[CH3:18][C:19]1[CH:35]=[CH:34][C:33]([CH3:36])=[CH:32][C:20]=1[O:21][CH2:22][C:23]1[CH:31]=[CH:30][CH:29]=[CH:28][C:24]=1[C:25](Cl)=[O:26].Cl, predict the reaction product. The product is: [CH3:12][N:13]1[C:17]([C:25]([C:24]2[CH:28]=[CH:29][CH:30]=[CH:31][C:23]=2[CH2:22][O:21][C:20]2[CH:32]=[C:33]([CH3:36])[CH:34]=[CH:35][C:19]=2[CH3:18])=[O:26])=[CH:16][CH:15]=[N:14]1. (5) Given the reactants [F:1][C:2]1[CH:3]=[C:4]([N:16]2[CH2:21][CH2:20][O:19][CH2:18][CH2:17]2)[CH:5]=[CH:6][C:7]=1[CH2:8][N:9]1[CH2:14][CH2:13][NH:12][C@@H:11]([CH3:15])[CH2:10]1.[C:22](=O)([O:31]N1C(=O)CCC1=O)[O:23][N:24]1[C:28](=[O:29])[CH2:27][CH2:26][C:25]1=[O:30].C(N(CC)CC)C, predict the reaction product. The product is: [F:1][C:2]1[CH:3]=[C:4]([N:16]2[CH2:21][CH2:20][O:19][CH2:18][CH2:17]2)[CH:5]=[CH:6][C:7]=1[CH2:8][N:9]1[CH2:14][CH2:13][N:12]([C:22]([O:23][N:24]2[C:28](=[O:29])[CH2:27][CH2:26][C:25]2=[O:30])=[O:31])[C@@H:11]([CH3:15])[CH2:10]1.